From a dataset of NCI-60 drug combinations with 297,098 pairs across 59 cell lines. Regression. Given two drug SMILES strings and cell line genomic features, predict the synergy score measuring deviation from expected non-interaction effect. (1) Drug 1: CCCCC(=O)OCC(=O)C1(CC(C2=C(C1)C(=C3C(=C2O)C(=O)C4=C(C3=O)C=CC=C4OC)O)OC5CC(C(C(O5)C)O)NC(=O)C(F)(F)F)O. Drug 2: C1CN(P(=O)(OC1)NCCCl)CCCl. Cell line: SF-268. Synergy scores: CSS=6.30, Synergy_ZIP=-5.87, Synergy_Bliss=0.897, Synergy_Loewe=0.226, Synergy_HSA=0.165. (2) Drug 1: C1CN1C2=NC(=NC(=N2)N3CC3)N4CC4. Cell line: SNB-19. Synergy scores: CSS=24.0, Synergy_ZIP=0.716, Synergy_Bliss=0.290, Synergy_Loewe=-1.85, Synergy_HSA=-0.607. Drug 2: CC12CCC3C(C1CCC2=O)CC(=C)C4=CC(=O)C=CC34C.